Dataset: Catalyst prediction with 721,799 reactions and 888 catalyst types from USPTO. Task: Predict which catalyst facilitates the given reaction. (1) Reactant: [CH3:1][Si:2]([CH3:13])([CH3:12])[CH2:3][CH2:4][O:5][CH2:6][N:7]1[CH:11]=[CH:10][CH:9]=[N:8]1.[Li]CCCC.N#N.[CH3:21][N:22]([CH2:42][CH:43]=[O:44])[C:23]([C:36]1[CH:41]=[CH:40][CH:39]=[CH:38][CH:37]=1)([C:30]1[CH:35]=[CH:34][CH:33]=[CH:32][CH:31]=1)[C:24]1[CH:29]=[CH:28][CH:27]=[CH:26][CH:25]=1. Product: [CH3:21][N:22]([C:23]([C:36]1[CH:41]=[CH:40][CH:39]=[CH:38][CH:37]=1)([C:24]1[CH:25]=[CH:26][CH:27]=[CH:28][CH:29]=1)[C:30]1[CH:35]=[CH:34][CH:33]=[CH:32][CH:31]=1)[CH2:42][CH:43]([C:11]1[N:7]([CH2:6][O:5][CH2:4][CH2:3][Si:2]([CH3:13])([CH3:12])[CH3:1])[N:8]=[CH:9][CH:10]=1)[OH:44]. The catalyst class is: 116. (2) Reactant: [C:1]([OH:6])(=[O:5])[CH:2]([CH3:4])[OH:3].[C:7]1([CH3:17])[CH:12]=CC(S(O)(=O)=O)=C[CH:8]=1. Product: [CH3:4][CH:2]1[O:3][CH:8]([CH:7]([CH3:17])[CH3:12])[O:5][C:1]1=[O:6]. The catalyst class is: 605. (3) Reactant: Cl.[NH2:2][C@@H:3]1[CH2:12][C:11]2[C:6](=[CH:7][CH:8]=[CH:9][CH:10]=2)[NH:5][C:4]1=[O:13].[Cl:14][C:15]1[CH:16]=[C:17]2[C:21](=[CH:22][CH:23]=1)[NH:20][C:19]([C:24](O)=[O:25])=[CH:18]2.ON1C2N=CC=CC=2N=N1.Cl.CN(C)CCCN=C=NCC.C(N(C(C)C)CC)(C)C. Product: [Cl:14][C:15]1[CH:16]=[C:17]2[C:21](=[CH:22][CH:23]=1)[NH:20][C:19]([C:24]([NH:2][C@@H:3]1[CH2:12][C:11]3[C:6](=[CH:7][CH:8]=[CH:9][CH:10]=3)[NH:5][C:4]1=[O:13])=[O:25])=[CH:18]2. The catalyst class is: 362. (4) Reactant: [C:1]([O:4][CH:5]([C:23](=[O:32])[CH2:24][O:25][CH2:26][CH2:27][O:28][CH2:29][CH2:30][NH2:31])[CH:6]([O:19][C:20](=[O:22])[CH3:21])[CH:7]([O:15][C:16](=[O:18])[CH3:17])[CH:8]([O:11][C:12](=[O:14])[CH3:13])[CH2:9][OH:10])(=[O:3])[CH3:2].[C:33]([CH2:36][O:37][CH2:38][CH2:39][O:40][CH2:41][C:42](O)=[O:43])([OH:35])=[O:34].C(N=C=NC(C)C)(C)C.OC1C2N=NNC=2C=CC=1. Product: [C:1]([O:4][CH:5]([CH:6]([O:19][C:20](=[O:22])[CH3:21])[CH:7]([O:15][C:16](=[O:18])[CH3:17])[CH:8]([O:11][C:12](=[O:14])[CH3:13])[CH2:9][OH:10])[C:23](=[O:32])[CH2:24][O:25][CH2:26][CH2:27][O:28][CH2:29][CH2:30][NH:31][C:42]([CH2:41][O:40][CH2:39][CH2:38][O:37][CH2:36][C:33]([OH:35])=[O:34])=[O:43])(=[O:3])[CH3:2]. The catalyst class is: 2. (5) Reactant: [F:1][C:2]1[CH:7]=[CH:6][C:5]([F:8])=[CH:4][C:3]=1[C@H:9]1[CH2:13][CH2:12][CH2:11][N:10]1[C:14]1[CH:19]=[CH:18][N:17]2[N:20]=[CH:21][C:22]([C:23]3[O:27][C:26]([N:28]4[CH2:33][CH2:32][N:31](C(OC(C)(C)C)=O)[CH2:30][CH2:29]4)=[N:25][N:24]=3)=[C:16]2[N:15]=1.C(O)(C(F)(F)F)=O. Product: [F:1][C:2]1[CH:7]=[CH:6][C:5]([F:8])=[CH:4][C:3]=1[C@H:9]1[CH2:13][CH2:12][CH2:11][N:10]1[C:14]1[CH:19]=[CH:18][N:17]2[N:20]=[CH:21][C:22]([C:23]3[O:27][C:26]([N:28]4[CH2:33][CH2:32][NH:31][CH2:30][CH2:29]4)=[N:25][N:24]=3)=[C:16]2[N:15]=1. The catalyst class is: 2. (6) Reactant: [CH2:1]([O:3][C:4](=[O:20])[CH:5]=[C:6]1[CH:15]([CH3:16])[CH2:14][C:13]2[C:8](=[CH:9][CH:10]=[CH:11][C:12]=2[O:17][CH3:18])[C:7]1=[O:19])[CH3:2].C1C(=O)N([Br:28])C(=O)C1.CC(N=NC(C#N)(C)C)(C#N)C. Product: [CH2:1]([O:3][C:4](=[O:20])[CH:5]=[C:6]1[CH:15]([CH3:16])[CH:14]([Br:28])[C:13]2[C:8](=[CH:9][CH:10]=[CH:11][C:12]=2[O:17][CH3:18])[C:7]1=[O:19])[CH3:2]. The catalyst class is: 53.